From a dataset of Full USPTO retrosynthesis dataset with 1.9M reactions from patents (1976-2016). Predict the reactants needed to synthesize the given product. (1) Given the product [CH2:1]([N:5]1[CH:10]=[CH:9][C:8]([CH2:1][N:5]([CH3:10])[CH3:6])=[C:7]([OH:11])[C:6]1=[S:12])[CH2:2][CH2:3][CH3:4], predict the reactants needed to synthesize it. The reactants are: [CH2:1]([N:5]1[CH:10]=[CH:9][CH:8]=[C:7]([OH:11])[C:6]1=[S:12])[CH2:2][CH2:3][CH3:4]. (2) The reactants are: [F:1][C:2]1[CH:7]=[CH:6][C:5]([CH2:8][CH2:9][CH2:10][C:11]([OH:13])=O)=[CH:4][CH:3]=1.S(Cl)(Cl)=O.[Cl-].[Al+3].[Cl-].[Cl-]. Given the product [F:1][C:2]1[CH:3]=[C:4]2[C:5]([CH2:8][CH2:9][CH2:10][C:11]2=[O:13])=[CH:6][CH:7]=1, predict the reactants needed to synthesize it. (3) Given the product [O:1]=[S:2]1(=[O:20])[CH2:6][CH2:5][CH2:4][N:3]1[C:7]1[CH:19]=[CH:18][C:10]([C:11]([OH:13])=[O:12])=[CH:9][CH:8]=1, predict the reactants needed to synthesize it. The reactants are: [O:1]=[S:2]1(=[O:20])[CH2:6][CH2:5][CH2:4][N:3]1[C:7]1[CH:19]=[CH:18][C:10]([C:11]([O:13]C(C)(C)C)=[O:12])=[CH:9][CH:8]=1.FC(F)(F)C(O)=O. (4) Given the product [F:5][CH:6]([F:34])[O:7][CH:8]=[C:9]([C:24]1[CH:33]=[CH:32][C:31]2[CH2:30][CH2:29][CH2:28][CH2:27][C:26]=2[CH:25]=1)[C:10]([NH:12][CH2:13][CH2:14][C:15]1[CH:20]=[CH:19][C:18]([O:21][C:1](=[O:3])[CH3:2])=[C:17]([O:22][CH3:23])[CH:16]=1)=[O:11], predict the reactants needed to synthesize it. The reactants are: [C:1](Cl)(=[O:3])[CH3:2].[F:5][CH:6]([F:34])[O:7][CH:8]=[C:9]([C:24]1[CH:33]=[CH:32][C:31]2[CH2:30][CH2:29][CH2:28][CH2:27][C:26]=2[CH:25]=1)[C:10]([NH:12][CH2:13][CH2:14][C:15]1[CH:20]=[CH:19][C:18]([OH:21])=[C:17]([O:22][CH3:23])[CH:16]=1)=[O:11].C(N(CC)CC)C.O1CCCC1. (5) Given the product [Si:1]([O:18][CH2:19][C:20]1[C:25]([N:26]2[CH2:31][C@H:30]([CH3:32])[O:29][C@H:28]([CH3:33])[CH2:27]2)=[C:24]([Cl:34])[C:23]([F:35])=[C:22]([C:39]([C:41]2[N:46]=[CH:45][CH:44]=[CH:43][N:42]=2)=[O:40])[CH:21]=1)([C:14]([CH3:16])([CH3:17])[CH3:15])([C:2]1[CH:7]=[CH:6][CH:5]=[CH:4][CH:3]=1)[C:8]1[CH:13]=[CH:12][CH:11]=[CH:10][CH:9]=1, predict the reactants needed to synthesize it. The reactants are: [Si:1]([O:18][CH2:19][C:20]1[C:25]([N:26]2[CH2:31][C@H:30]([CH3:32])[O:29][C@H:28]([CH3:33])[CH2:27]2)=[C:24]([Cl:34])[C:23]([F:35])=[CH:22][CH:21]=1)([C:14]([CH3:17])([CH3:16])[CH3:15])([C:8]1[CH:13]=[CH:12][CH:11]=[CH:10][CH:9]=1)[C:2]1[CH:7]=[CH:6][CH:5]=[CH:4][CH:3]=1.CON(C)[C:39]([C:41]1[N:46]=[CH:45][CH:44]=[CH:43][N:42]=1)=[O:40]. (6) Given the product [CH3:33][C:30]1([CH3:34])[O:1][C:2]2[C:3]3[C:4]([CH2:20][CH2:21][CH3:22])=[CH:5][C:6](=[O:19])[O:7][C:8]=3[CH:9]=[C:10]([O:12][C:13](=[O:18])[C:14]([CH3:16])([CH3:17])[CH3:15])[C:11]=2[CH:32]=[CH:31]1, predict the reactants needed to synthesize it. The reactants are: [OH:1][C:2]1[CH:11]=[C:10]([O:12][C:13](=[O:18])[C:14]([CH3:17])([CH3:16])[CH3:15])[CH:9]=[C:8]2[C:3]=1[C:4]([CH2:20][CH2:21][CH3:22])=[CH:5][C:6](=[O:19])[O:7]2.C(=O)([O-])[O-].[K+].[K+].Cl[C:30]([CH3:34])([CH3:33])[C:31]#[CH:32]. (7) Given the product [CH2:1]([O:3][C:4]1([CH3:11])[O:9]/[C:8](=[CH:26]\[C:20]2[C:21]3[C:17]([CH:16]=[C:15]([CH:12]([CH3:14])[CH3:13])[CH:24]=[CH:23][C:22]=3[CH3:25])=[C:18]([CH3:28])[CH:19]=2)/[C:7](=[O:10])/[C:6](=[CH:26]/[C:20]2[C:21]3[C:17]([CH:16]=[C:15]([CH:12]([CH3:13])[CH3:14])[CH:24]=[CH:23][C:22]=3[CH3:25])=[C:18]([CH3:28])[CH:19]=2)/[O:5]1)[CH3:2], predict the reactants needed to synthesize it. The reactants are: [CH2:1]([O:3][C:4]1([CH3:11])[O:9][CH2:8][C:7](=[O:10])[CH2:6][O:5]1)[CH3:2].[CH:12]([C:15]1[CH:24]=[CH:23][C:22]([CH3:25])=[C:21]2[C:17](=[C:18]([CH3:28])[CH:19]=[C:20]2[CH:26]=O)[CH:16]=1)([CH3:14])[CH3:13].